From a dataset of Forward reaction prediction with 1.9M reactions from USPTO patents (1976-2016). Predict the product of the given reaction. (1) Given the reactants [F:1][C:2]1[CH:9]=[C:8]([C:10]2[CH:15]=[CH:14][N:13]=[C:12]3[NH:16][C:17]([C:19]4[CH2:20][CH2:21][N:22]([CH3:25])[CH2:23][CH:24]=4)=[N:18][C:11]=23)[CH:7]=[CH:6][C:3]=1[CH2:4][NH2:5].[C:26]([C:30]1[O:34][C:33]([C:35](O)=[O:36])=[N:32][N:31]=1)([CH3:29])([CH3:28])[CH3:27].CCN(C(C)C)C(C)C.C(P1(=O)OP(=O)(CCC)OP(=O)(CCC)O1)CC, predict the reaction product. The product is: [F:1][C:2]1[CH:9]=[C:8]([C:10]2[CH:15]=[CH:14][N:13]=[C:12]3[NH:16][C:17]([C:19]4[CH2:20][CH2:21][N:22]([CH3:25])[CH2:23][CH:24]=4)=[N:18][C:11]=23)[CH:7]=[CH:6][C:3]=1[CH2:4][NH:5][C:35]([C:33]1[O:34][C:30]([C:26]([CH3:29])([CH3:28])[CH3:27])=[N:31][N:32]=1)=[O:36]. (2) Given the reactants N[C:2]1[CH:3]=[C:4]([CH:21]=[C:22]([CH:26]([CH3:28])[CH3:27])[C:23]=1[O:24][CH3:25])[O:5][C:6]1[C:11]([Br:12])=[CH:10][C:9]([CH2:13][CH:14]([OH:19])[C:15]([O:17][CH3:18])=[O:16])=[CH:8][C:7]=1[Br:20].Cl.N([O-])=O.[Na+].[I-:34].[K+], predict the reaction product. The product is: [Br:20][C:7]1[CH:8]=[C:9]([CH2:13][CH:14]([OH:19])[C:15]([O:17][CH3:18])=[O:16])[CH:10]=[C:11]([Br:12])[C:6]=1[O:5][C:4]1[CH:21]=[C:22]([CH:26]([CH3:28])[CH3:27])[C:23]([O:24][CH3:25])=[C:2]([I:34])[CH:3]=1. (3) Given the reactants C([NH:5][S:6]([C:9]1[CH:14]=[CH:13][C:12]([C:15]2[CH:20]=[CH:19][CH:18]=[C:17]([C:21]3[CH2:22][C:23](=[O:39])[NH:24][C:25]4[CH:31]=[C:30]([C:32]([F:35])([F:34])[F:33])[C:29]([N:36]([CH3:38])[CH3:37])=[CH:28][C:26]=4[N:27]=3)[CH:16]=2)=[CH:11][CH:10]=1)(=[O:8])=[O:7])(C)(C)C.C(O)(C(F)(F)F)=O, predict the reaction product. The product is: [CH3:37][N:36]([CH3:38])[C:29]1[C:30]([C:32]([F:35])([F:33])[F:34])=[CH:31][C:25]2[NH:24][C:23](=[O:39])[CH2:22][C:21]([C:17]3[CH:16]=[C:15]([C:12]4[CH:11]=[CH:10][C:9]([S:6]([NH2:5])(=[O:7])=[O:8])=[CH:14][CH:13]=4)[CH:20]=[CH:19][CH:18]=3)=[N:27][C:26]=2[CH:28]=1. (4) The product is: [N:1]([CH2:4][CH:5]([OH:34])[CH2:6][N:7]1[C:12]2[N:13]=[C:14]([NH:35][CH2:38][CH3:39])[N:15]=[CH:16][C:11]=2[CH:10]=[C:9]([C:19]2[CH:24]=[CH:23][C:22]([C:25]3[CH:30]=[N:29][CH:28]=[C:27]([CH3:31])[N:26]=3)=[CH:21][C:20]=2[Cl:32])[C:8]1=[O:33])=[N+:2]=[N-:3]. Given the reactants [N:1]([CH2:4][CH:5]([OH:34])[CH2:6][N:7]1[C:12]2[N:13]=[C:14](SC)[N:15]=[CH:16][C:11]=2[CH:10]=[C:9]([C:19]2[CH:24]=[CH:23][C:22]([C:25]3[CH:30]=[N:29][CH:28]=[C:27]([CH3:31])[N:26]=3)=[CH:21][C:20]=2[Cl:32])[C:8]1=[O:33])=[N+:2]=[N-:3].[N:35]([CH2:38][CH:39](O)CN1C2N=C(S(C)(=O)=O)N=CC=2C=C(C2C=CC(C3C=NC=C(C)N=3)=CC=2Cl)C1=O)=[N+]=[N-].C(N)C.C1COCC1, predict the reaction product. (5) Given the reactants [C:1]([C:3]1[C:4]([S:13][CH3:14])=[N:5][C:6]([OH:12])=[C:7]([CH:11]=1)C(O)=O)#[N:2].C1CCCCC1, predict the reaction product. The product is: [OH:12][C:6]1[CH:7]=[CH:11][C:3]([C:1]#[N:2])=[C:4]([S:13][CH3:14])[N:5]=1. (6) Given the reactants [C:1]([C:3]1([N:12]([OH:25])[C:13](=[O:24])[CH2:14][C:15]2[C:20]([CH3:21])=[CH:19][C:18]([CH3:22])=[CH:17][C:16]=2[CH3:23])[CH2:8][CH2:7][N:6]([N:9]([CH3:11])[CH3:10])[CH2:5][CH2:4]1)#N.S(=O)(=O)(O)[OH:27].[CH3:31][OH:32], predict the reaction product. The product is: [CH3:31][O:32][C:1]([C:3]1([N:12]([OH:25])[C:13](=[O:24])[CH2:14][C:15]2[C:20]([CH3:21])=[CH:19][C:18]([CH3:22])=[CH:17][C:16]=2[CH3:23])[CH2:8][CH2:7][N:6]([N:9]([CH3:11])[CH3:10])[CH2:5][CH2:4]1)=[O:27]. (7) Given the reactants Br[C:2]1[C:3]2[C:8]([N:9]=[C:10]3[C:15]=1[CH:14]=[CH:13][C:12]([C:16]1[CH:21]=[C:20]([CH3:22])[CH:19]=[C:18]([CH3:23])[CH:17]=1)=[CH:11]3)=[CH:7][CH:6]=[CH:5][CH:4]=2.[Li]CCCC.[Sn:29](Cl)([CH3:32])([CH3:31])[CH3:30], predict the reaction product. The product is: [CH3:23][C:18]1[CH:17]=[C:16]([C:12]2[CH:13]=[CH:14][C:15]3[C:10]([CH:11]=2)=[N:9][C:8]2[C:3](=[CH:4][CH:5]=[CH:6][CH:7]=2)[C:2]=3[Sn:29]([CH3:32])([CH3:31])[CH3:30])[CH:21]=[C:20]([CH3:22])[CH:19]=1. (8) The product is: [Cl:52][C:49]1[CH:50]=[CH:51][C:46]([C@H:42]([C:43](=[O:44])[N:30]2[CH2:29][CH2:28][N:27]([C:19]3[C:18]([C:12]4[CH:13]=[CH:14][CH:15]=[CH:16][CH:17]=4)=[CH:23][N:22]=[C:21]4[NH:24][N:25]=[CH:26][C:20]=34)[CH2:32][CH2:31]2)[CH2:41][N:40]([CH:53]([CH3:54])[CH3:55])[C:38](=[O:39])[O:37][C:33]([CH3:35])([CH3:34])[CH3:36])=[CH:47][CH:48]=1. Given the reactants CCN(C(C)C)C(C)C.Cl.Cl.[C:12]1([C:18]2[C:19]([N:27]3[CH2:32][CH2:31][NH:30][CH2:29][CH2:28]3)=[C:20]3[CH:26]=[N:25][NH:24][C:21]3=[N:22][CH:23]=2)[CH:17]=[CH:16][CH:15]=[CH:14][CH:13]=1.[C:33]([O:37][C:38]([N:40]([CH:53]([CH3:55])[CH3:54])[CH2:41][C@H:42]([C:46]1[CH:51]=[CH:50][C:49]([Cl:52])=[CH:48][CH:47]=1)[C:43](O)=[O:44])=[O:39])([CH3:36])([CH3:35])[CH3:34], predict the reaction product. (9) Given the reactants Br[C:2]1[C:3]2[C:4]3[CH2:15][CH2:14][N:13](C(OC(C)(C)C)=O)[CH2:12][CH2:11][C:5]=3[NH:6][C:7]=2[CH:8]=[CH:9][CH:10]=1.CC(C)([O-])C.[Na+].[NH2:29][C:30]1[CH:35]=[CH:34][CH:33]=[CH:32][CH:31]=1.C(P(C(C)(C)C)C1C=CC=CC=1C1C=CC=CC=1)(C)(C)C, predict the reaction product. The product is: [C:30]1([NH:29][C:2]2[C:3]3[C:4]4[CH2:15][CH2:14][NH:13][CH2:12][CH2:11][C:5]=4[NH:6][C:7]=3[CH:8]=[CH:9][CH:10]=2)[CH:35]=[CH:34][CH:33]=[CH:32][CH:31]=1.